Task: Predict the reactants needed to synthesize the given product.. Dataset: Full USPTO retrosynthesis dataset with 1.9M reactions from patents (1976-2016) (1) The reactants are: [NH:1]1[CH:5]=[CH:4][CH:3]=[N:2]1.Br[CH2:7][CH:8]1[CH2:12][CH2:11][CH2:10][CH2:9]1.[OH-].[Na+]. Given the product [CH:8]1([CH2:7][N:1]2[CH:5]=[CH:4][CH:3]=[N:2]2)[CH2:12][CH2:11][CH2:10][CH2:9]1, predict the reactants needed to synthesize it. (2) The reactants are: Cl[C:2]1[C:3]([C:8]#[N:9])=[N:4][CH:5]=[CH:6][CH:7]=1.[C:10]([O:14][CH3:15])(=[O:13])[CH2:11][SH:12].C([O-])([O-])=O.[K+].[K+]. Given the product [CH3:15][O:14][C:10]([C:11]1[S:12][C:2]2[C:3](=[N:4][CH:5]=[CH:6][CH:7]=2)[C:8]=1[NH2:9])=[O:13], predict the reactants needed to synthesize it. (3) Given the product [I:1][C:2]1[CH:3]=[C:4]2[C:8](=[CH:9][CH:10]=1)[NH:7][C:6](=[O:11])[C:5]2=[N:27][NH:26][C:24](=[O:25])[CH2:23][N:21]1[N:20]=[N:19][C:18]([N:13]2[CH2:14][CH2:15][CH2:16][CH2:17]2)=[N:22]1, predict the reactants needed to synthesize it. The reactants are: [I:1][C:2]1[CH:3]=[C:4]2[C:8](=[CH:9][CH:10]=1)[NH:7][C:6](=[O:11])[C:5]2=O.[N:13]1([C:18]2[N:19]=[N:20][N:21]([CH2:23][C:24]([NH:26][NH2:27])=[O:25])[N:22]=2)[CH2:17][CH2:16][CH2:15][CH2:14]1. (4) Given the product [C:10]([O:14][C:15]([N:17]1[CH2:20][CH:19]([C:35]2[CH:34]=[C:33]([Cl:36])[CH:32]=[CH:31][C:30]=2[O:29][Si:26]([C:22]([CH3:25])([CH3:24])[CH3:23])([CH3:27])[CH3:28])[CH2:18]1)=[O:16])([CH3:13])([CH3:12])[CH3:11], predict the reactants needed to synthesize it. The reactants are: BrCCBr.Cl[Si](C)(C)C.[C:10]([O:14][C:15]([N:17]1[CH2:20][CH:19](I)[CH2:18]1)=[O:16])([CH3:13])([CH3:12])[CH3:11].[C:22]([Si:26]([O:29][C:30]1[CH:35]=[CH:34][C:33]([Cl:36])=[CH:32][C:31]=1I)([CH3:28])[CH3:27])([CH3:25])([CH3:24])[CH3:23].O1C=CC=C1P(C1OC=CC=1)C1OC=CC=1. (5) Given the product [NH2:28][C:26](=[O:27])[CH2:25][C:19]1([NH:18][C:10]([C:7]2[CH:6]=[C:5]([O:13][CH:14]([CH3:17])[CH2:15][F:16])[C:4]([CH:1]3[CH2:2][CH2:3]3)=[CH:9][N:8]=2)=[O:12])[CH2:20][S:21](=[O:23])(=[O:24])[CH2:22]1, predict the reactants needed to synthesize it. The reactants are: [CH:1]1([C:4]2[C:5]([O:13][CH:14]([CH3:17])[CH2:15][F:16])=[CH:6][C:7]([C:10]([OH:12])=O)=[N:8][CH:9]=2)[CH2:3][CH2:2]1.[NH2:18][C:19]1([CH2:25][C:26]([NH2:28])=[O:27])[CH2:22][S:21](=[O:24])(=[O:23])[CH2:20]1. (6) Given the product [Br:1][C:11]1[CH:10]=[CH:9][C:8]([OH:13])=[C:7]([C:3]([CH3:6])([CH3:4])[CH3:5])[CH:12]=1, predict the reactants needed to synthesize it. The reactants are: [Br:1]Br.[C:3]([C:7]1[CH:12]=[CH:11][CH:10]=[CH:9][C:8]=1[OH:13])([CH3:6])([CH3:5])[CH3:4]. (7) Given the product [CH3:25][O:19][C:18](=[O:20])[CH2:17][C:13]1[CH:14]=[C:15]2[C:10](=[CH:11][CH:12]=1)[N:9]=[CH:8][C:7]([C:5]1[CH:4]=[N:3][N:2]([CH3:1])[CH:6]=1)=[CH:16]2, predict the reactants needed to synthesize it. The reactants are: [CH3:1][N:2]1[CH:6]=[C:5]([C:7]2[CH:8]=[N:9][C:10]3[C:15]([CH:16]=2)=[CH:14][C:13]([CH2:17][C:18]([OH:20])=[O:19])=[CH:12][CH:11]=3)[CH:4]=[N:3]1.S(Cl)(Cl)=O.[CH3:25]O. (8) Given the product [F:19][C:20]1([F:27])[CH2:25][CH2:24][CH:23]([NH:26][C:2]2[C:7]([CH3:8])=[C:6]([CH3:9])[N:5]=[C:4]([NH:10][CH2:11][C:12]3[CH:17]=[CH:16][CH:15]=[CH:14][N:13]=3)[N:3]=2)[CH2:22][CH2:21]1, predict the reactants needed to synthesize it. The reactants are: Cl[C:2]1[C:7]([CH3:8])=[C:6]([CH3:9])[N:5]=[C:4]([NH:10][CH2:11][C:12]2[CH:17]=[CH:16][CH:15]=[CH:14][N:13]=2)[N:3]=1.Cl.[F:19][C:20]1([F:27])[CH2:25][CH2:24][CH:23]([NH2:26])[CH2:22][CH2:21]1. (9) Given the product [Br:1][CH2:2][C@@H:3]([C:5]1[CH:10]=[CH:9][CH:8]=[CH:7][CH:6]=1)[OH:4], predict the reactants needed to synthesize it. The reactants are: [Br:1][CH2:2][C:3]([C:5]1[CH:10]=[CH:9][CH:8]=[CH:7][CH:6]=1)=[O:4].CO. (10) Given the product [CH:1]1([C:14]([OH:13])=[O:15])[C:10]2[C:5](=[CH:6][CH:7]=[CH:8][C:9]=2[C:11]([OH:20])=[O:12])[CH2:4][CH2:3][CH2:2]1, predict the reactants needed to synthesize it. The reactants are: [C:1]12[C:14](=[O:15])[O:13][C:11](=[O:12])[C:9]3=[C:10]1[C:5](=[CH:6][CH:7]=[CH:8]3)[CH:4]=[CH:3][CH:2]=2.[H][H].C(OCC)(=[O:20])C.